From a dataset of Full USPTO retrosynthesis dataset with 1.9M reactions from patents (1976-2016). Predict the reactants needed to synthesize the given product. Given the product [F:17][C:4]1[C:5]([F:16])=[C:6]([S:9]([C:10]2[CH:11]=[CH:12][CH:13]=[CH:14][CH:15]=2)(=[O:24])=[O:26])[C:7]([F:8])=[C:2]([F:1])[C:3]=1[S:18]([NH2:21])(=[O:20])=[O:19], predict the reactants needed to synthesize it. The reactants are: [F:1][C:2]1[C:7]([F:8])=[C:6]([S:9][C:10]2[CH:15]=[CH:14][CH:13]=[CH:12][CH:11]=2)[C:5]([F:16])=[C:4]([F:17])[C:3]=1[S:18]([NH2:21])(=[O:20])=[O:19].CC(O)=[O:24].[OH2:26].